This data is from Blood-brain barrier permeability classification from the B3DB database. The task is: Regression/Classification. Given a drug SMILES string, predict its absorption, distribution, metabolism, or excretion properties. Task type varies by dataset: regression for continuous measurements (e.g., permeability, clearance, half-life) or binary classification for categorical outcomes (e.g., BBB penetration, CYP inhibition). Dataset: b3db_classification. The compound is Cc1cc(=O)n(-c2ccccc2)[nH]1. The result is 1 (penetrates BBB).